Dataset: Forward reaction prediction with 1.9M reactions from USPTO patents (1976-2016). Task: Predict the product of the given reaction. (1) Given the reactants [Cl:1][C:2]1[C:11]([CH2:12][NH2:13])=[CH:10][C:9]2[C:4](=[C:5]([CH3:14])[CH:6]=[CH:7][CH:8]=2)[N:3]=1.Cl[C:16]1[N:24]=[CH:23][N:22]=[C:21]2[C:17]=1[NH:18][CH:19]=[N:20]2.CCN(C(C)C)C(C)C, predict the reaction product. The product is: [Cl:1][C:2]1[C:11]([CH2:12][NH:13][C:16]2[N:24]=[CH:23][N:22]=[C:21]3[C:17]=2[N:18]=[CH:19][NH:20]3)=[CH:10][C:9]2[C:4](=[C:5]([CH3:14])[CH:6]=[CH:7][CH:8]=2)[N:3]=1. (2) Given the reactants [ClH:1].[CH2:2]1[C:7]2([CH2:12][CH2:11][NH:10][CH2:9][CH2:8]2)[CH2:6][CH2:5][N:4]([C:13](OC(C)(C)C)=O)[CH2:3]1.[CH2:20]([O:24][C:25]1[CH:32]=[CH:31][CH:30]=[CH:29][C:26]=1C=O)[CH:21]([CH3:23])[CH3:22].C(N(CC)CC)C.C(O[BH-](OC(=O)C)OC(=O)C)(=O)C.[Na+].[Cl:54]C(Cl)C.FC(F)(F)C(O)=O, predict the reaction product. The product is: [ClH:54].[ClH:1].[CH2:20]([O:24][C:25]1[CH:32]=[CH:31][CH:30]=[CH:29][C:26]=1[CH2:13][N:4]1[CH2:3][CH2:2][C:7]2([CH2:8][CH2:9][NH:10][CH2:11][CH2:12]2)[CH2:6][CH2:5]1)[CH:21]([CH3:23])[CH3:22]. (3) Given the reactants [CH:1]1([C:5]2[CH:10]=[CH:9][C:8]([C:11]3[CH:12]=[N:13][C:14]([NH2:17])=[N:15][CH:16]=3)=[C:7]([F:18])[C:6]=2[O:19]C)[CH2:4][CH2:3][CH2:2]1, predict the reaction product. The product is: [NH2:17][C:14]1[N:15]=[CH:16][C:11]([C:8]2[C:7]([F:18])=[C:6]([OH:19])[C:5]([CH:1]3[CH2:2][CH2:3][CH2:4]3)=[CH:10][CH:9]=2)=[CH:12][N:13]=1. (4) Given the reactants C([N:5]1[C:9]([C:10]2[CH:15]=[CH:14]N=CC=2)=[C:8]([C:16](OCC)=O)[CH:7]=[N:6]1)C(C)C.[CH2:21]([O:23][C:24](=[O:34])[CH2:25][C:26](=O)[CH:27]1[CH2:32][CH2:31][O:30][CH2:29][CH2:28]1)[CH3:22].Cl.C1(NN)CCCCC1, predict the reaction product. The product is: [CH:9]1([N:5]2[C:26]([CH:27]3[CH2:32][CH2:31][O:30][CH2:29][CH2:28]3)=[C:25]([C:24]([O:23][CH2:21][CH3:22])=[O:34])[CH:7]=[N:6]2)[CH2:8][CH2:16][CH2:14][CH2:15][CH2:10]1. (5) Given the reactants [CH3:1][C:2]1[O:6][C:5]([C:7]([NH:9][C:10]([C:13]2[N:19]([CH3:20])[C:17](=[O:18])[C:16]([OH:21])=[C:15]([C:22]([NH:24][CH2:25][C:26]3[CH:27]=[CH:28][C:29]([F:32])=[CH:30][CH:31]=3)=[O:23])[N:14]=2)([CH3:12])[CH3:11])=[O:8])=[N:4][N:3]=1.O.[C:34]([NH2:38])([CH3:37])([CH3:36])[CH3:35], predict the reaction product. The product is: [CH3:1][C:2]1[O:6][C:5]([C:7]([NH:9][C:10]([C:13]2[N:19]([CH3:20])[C:17](=[O:18])[C:16]([OH:21])=[C:15]([C:22]([NH:24][CH2:25][C:26]3[CH:27]=[CH:28][C:29]([F:32])=[CH:30][CH:31]=3)=[O:23])[N:14]=2)([CH3:12])[CH3:11])=[O:8])=[N:4][N:3]=1.[C:34]([NH2:38])([CH3:37])([CH3:36])[CH3:35].